The task is: Predict the reaction yield, written as a fraction of the theoretical maximum amount of product (1.0 means a 100% yield; for example, 0.34 means a 34% yield).. This data is from Reaction yield outcomes from USPTO patents with 853,638 reactions. (1) The reactants are [Si:1]([O:8][CH2:9][CH2:10][CH2:11][C:12]([O:14][CH3:15])=[O:13])([C:4]([CH3:7])([CH3:6])[CH3:5])([CH3:3])[CH3:2].[CH3:16][N:17]([CH3:27])[CH:18](OC(C)(C)C)N(C)C. The catalyst is CN(C=O)C. The product is [Si:1]([O:8][CH2:9][CH2:10]/[C:11](=[CH:16]\[N:17]([CH3:27])[CH3:18])/[C:12]([O:14][CH3:15])=[O:13])([C:4]([CH3:7])([CH3:6])[CH3:5])([CH3:2])[CH3:3]. The yield is 0.910. (2) The reactants are Br[C:2]1[CH:7]=[CH:6][CH:5]=[CH:4][N:3]=1.[CH2:8]([N:12]1[CH:20]=[C:19]2[C:14]([CH:15]=[CH:16][CH:17]=[C:18]2[Cl:21])=[N:13]1)[CH2:9][C:10]#[CH:11]. No catalyst specified. The product is [Cl:21][C:18]1[C:19]2[C:14]([CH:15]=[CH:16][CH:17]=1)=[N:13][N:12]([CH2:8][CH2:9][C:10]#[C:11][C:2]1[CH:7]=[CH:6][CH:5]=[CH:4][N:3]=1)[CH:20]=2. The yield is 0.170. (3) The reactants are [CH3:1][O:2][C:3]1[CH:4]=[CH:5][C:6]([N+:11]([O-:13])=[O:12])=[C:7]([CH2:9][OH:10])[CH:8]=1.C1C=C[NH+]=CC=1.C1C=C[NH+]=CC=1.[O-][Cr](O[Cr]([O-])(=O)=O)(=O)=O. The catalyst is C(Cl)Cl. The product is [CH3:1][O:2][C:3]1[CH:4]=[CH:5][C:6]([N+:11]([O-:13])=[O:12])=[C:7]([CH:8]=1)[CH:9]=[O:10]. The yield is 0.570. (4) The reactants are [F:1][C:2]1[CH:7]=[CH:6][C:5]([C:8]2[N:13]=[C:12]3[N:14]=[C:15]([C:18]([O:20]CC)=[O:19])[N:16]([CH3:17])[C:11]3=[C:10]([C:23]3[CH:28]=[CH:27][C:26]([F:29])=[CH:25][CH:24]=3)[C:9]=2[C:30]2[CH:35]=[CH:34][N:33]=[CH:32][CH:31]=2)=[CH:4][CH:3]=1.[OH-].[K+]. The catalyst is CCO.O. The product is [F:1][C:2]1[CH:7]=[CH:6][C:5]([C:8]2[N:13]=[C:12]3[N:14]=[C:15]([C:18]([OH:20])=[O:19])[N:16]([CH3:17])[C:11]3=[C:10]([C:23]3[CH:28]=[CH:27][C:26]([F:29])=[CH:25][CH:24]=3)[C:9]=2[C:30]2[CH:31]=[CH:32][N:33]=[CH:34][CH:35]=2)=[CH:4][CH:3]=1. The yield is 1.00. (5) The reactants are [NH2:1][C:2]1[C:7](Br)=[CH:6][CH:5]=[CH:4][N:3]=1.[CH3:9][Si:10]([C:13]#[CH:14])([CH3:12])[CH3:11].C(N(CC)C(C)C)(C)C.O. The catalyst is CN1CCCC1=O.C1C=CC([P]([Pd]([P](C2C=CC=CC=2)(C2C=CC=CC=2)C2C=CC=CC=2)([P](C2C=CC=CC=2)(C2C=CC=CC=2)C2C=CC=CC=2)[P](C2C=CC=CC=2)(C2C=CC=CC=2)C2C=CC=CC=2)(C2C=CC=CC=2)C2C=CC=CC=2)=CC=1.[Cu]I. The product is [CH3:9][Si:10]([C:13]#[C:14][C:7]1[C:2]([NH2:1])=[N:3][CH:4]=[CH:5][CH:6]=1)([CH3:12])[CH3:11]. The yield is 0.940. (6) The catalyst is C1(C)C=CC=CC=1.[CH3-].C[Al]C.[CH-]1C=CC=C1.[CH-]1C=CC=C1.[Cl-].[Ti+4].ClCCl. The product is [CH:1]([O:4][CH:5]1[C:10]([O:13][CH3:14])([O:11][CH3:12])[CH2:9][CH2:8][N:7]([C:15]([O:17][C:18]([CH3:21])([CH3:20])[CH3:19])=[O:16])[CH2:6]1)([CH3:23])[CH3:2]. The reactants are [C:1]([O:4][CH:5]1[C:10]([O:13][CH3:14])([O:11][CH3:12])[CH2:9][CH2:8][N:7]([C:15]([O:17][C:18]([CH3:21])([CH3:20])[CH3:19])=[O:16])[CH2:6]1)(=O)[CH3:2].O1CCC[CH2:23]1.N1C=CC=CC=1.[OH-].[Na+]. The yield is 0.470. (7) The reactants are C([O-])=O.[NH4+:4].[C:5]1([CH:11]2[CH2:16][CH2:15][C:14](=O)[CH2:13][CH2:12]2)[CH:10]=[CH:9][CH:8]=[CH:7][CH:6]=1.C(O)(=O)C. The catalyst is [Ir].CO. The product is [C:5]1([CH:11]2[CH2:16][CH2:15][CH:14]([NH2:4])[CH2:13][CH2:12]2)[CH:10]=[CH:9][CH:8]=[CH:7][CH:6]=1. The yield is 0.990. (8) The reactants are [OH:1][C:2]1[C:3](=[O:16])[CH:4]=[C:5]([CH2:8][O:9][CH:10]2[CH2:15][CH2:14][CH2:13][CH2:12][O:11]2)[O:6][CH:7]=1.[C:17]([O-])([O-])=O.[Cs+].[Cs+].BrC[CH2:25][CH2:26][CH2:27][CH2:28][CH2:29][Br:30]. The catalyst is CN(C=O)C. The product is [Br:30][CH:29]([CH3:17])[CH2:28][CH2:27][CH2:26][CH2:25][O:1][C:2]1[C:3](=[O:16])[CH:4]=[C:5]([CH2:8][O:9][CH:10]2[CH2:15][CH2:14][CH2:13][CH2:12][O:11]2)[O:6][CH:7]=1. The yield is 0.520.